Dataset: Forward reaction prediction with 1.9M reactions from USPTO patents (1976-2016). Task: Predict the product of the given reaction. (1) Given the reactants [Cl:1][C:2]1[N:7]=[C:6]([Cl:8])[C:5]([O:9][CH2:10][C:11](N(OC)CC)=[O:12])=[C:4]([N:18]2[CH2:23][CH2:22][O:21][CH2:20][CH2:19]2)[N:3]=1.[CH3:24][Mg]Br, predict the reaction product. The product is: [Cl:1][C:2]1[N:7]=[C:6]([Cl:8])[C:5]([O:9][CH2:10][C:11](=[O:12])[CH3:24])=[C:4]([N:18]2[CH2:23][CH2:22][O:21][CH2:20][CH2:19]2)[N:3]=1. (2) Given the reactants [C:1]([NH:5][C:6](=[O:24])[C:7]1[CH:12]=[CH:11][CH:10]=[C:9]([O:13][C:14]2[CH:19]=[CH:18][C:17]([N+:20]([O-])=O)=[CH:16][C:15]=2[CH3:23])[CH:8]=1)([CH3:4])([CH3:3])[CH3:2], predict the reaction product. The product is: [NH2:20][C:17]1[CH:18]=[CH:19][C:14]([O:13][C:9]2[CH:8]=[C:7]([CH:12]=[CH:11][CH:10]=2)[C:6]([NH:5][C:1]([CH3:4])([CH3:3])[CH3:2])=[O:24])=[C:15]([CH3:23])[CH:16]=1. (3) Given the reactants Cl[C:2]1[C:7]([C:8]#[N:9])=[C:6]([CH3:10])[CH:5]=[C:4](Cl)[N:3]=1.C(N(CC)CC)C.[H][H], predict the reaction product. The product is: [CH3:10][C:6]1[CH:5]=[CH:4][N:3]=[CH:2][C:7]=1[C:8]#[N:9]. (4) Given the reactants [Cl:1][C:2]1[N:7]=[C:6]([NH:8][CH3:9])[C:5]([NH2:10])=[CH:4][CH:3]=1.[CH3:11]C1C=CC(S(O)(=O)=O)=CC=1.CC(=O)OCC, predict the reaction product. The product is: [Cl:1][C:2]1[N:7]=[C:6]2[N:8]([CH3:11])[CH:9]=[N:10][C:5]2=[CH:4][CH:3]=1.